From a dataset of Full USPTO retrosynthesis dataset with 1.9M reactions from patents (1976-2016). Predict the reactants needed to synthesize the given product. (1) Given the product [Br:1][C:2]1[CH:6]=[C:5]([C:7]2([O:18][CH3:23])[CH2:10][N:9]([C:11]([O:13][C:14]([CH3:15])([CH3:16])[CH3:17])=[O:12])[CH2:8]2)[N:4]([CH3:19])[N:3]=1, predict the reactants needed to synthesize it. The reactants are: [Br:1][C:2]1[CH:6]=[C:5]([C:7]2([OH:18])[CH2:10][N:9]([C:11]([O:13][C:14]([CH3:17])([CH3:16])[CH3:15])=[O:12])[CH2:8]2)[N:4]([CH3:19])[N:3]=1.[H-].[Na+].I[CH3:23].O. (2) Given the product [Cl:16][C:17]1[CH:18]=[C:19]([CH:23]=[CH:24][CH:25]=1)[C:20]([NH:5][C:4]1[CH:6]=[C:7]([O:9][C:10]2[CH:15]=[N:14][CH:13]=[N:12][CH:11]=2)[CH:8]=[C:2]([Cl:1])[CH:3]=1)=[O:21], predict the reactants needed to synthesize it. The reactants are: [Cl:1][C:2]1[CH:3]=[C:4]([CH:6]=[C:7]([O:9][C:10]2[CH:11]=[N:12][CH:13]=[N:14][CH:15]=2)[CH:8]=1)[NH2:5].[Cl:16][C:17]1[CH:18]=[C:19]([CH:23]=[CH:24][CH:25]=1)[C:20](Cl)=[O:21]. (3) Given the product [NH2:4][C:3]1[C:2]([F:1])=[CH:8][C:7]([C:40](=[O:42])[CH3:41])=[CH:6][C:5]=1[F:10], predict the reactants needed to synthesize it. The reactants are: [F:1][C:2]1[CH:8]=[C:7](I)[CH:6]=[C:5]([F:10])[C:3]=1[NH2:4].C1C=CC(P(C2C=CC=CC=2)CCCP(C2C=CC=CC=2)C2C=CC=CC=2)=CC=1.[CH:40]([O:42]CCCC)=[CH2:41].CCN(CC)CC.Cl. (4) Given the product [N:33]1([CH2:32][CH2:31][NH:12][C:9]2[C:8](=[N:13][NH:14][C:15]3[CH:16]=[CH:17][CH:18]=[CH:19][CH:20]=3)[C:7]([C:1]3[CH:2]=[CH:3][CH:4]=[CH:5][CH:6]=3)=[N:11][N:10]=2)[CH2:38][CH2:37][O:36][CH2:35][CH2:34]1, predict the reactants needed to synthesize it. The reactants are: [C:1]1([C:7]2[C:8](=[N:13][NH:14][C:15]3[CH:20]=[CH:19][CH:18]=[CH:17][CH:16]=3)[C:9]([NH2:12])=[N:10][N:11]=2)[CH:6]=[CH:5][CH:4]=[CH:3][CH:2]=1.C(=O)([O-])[O-].[K+].[K+].[I-].[Na+].Cl.Cl[CH2:31][CH2:32][N:33]1[CH2:38][CH2:37][O:36][CH2:35][CH2:34]1. (5) Given the product [Cl:48][C:49]1[C:54]([C:55]([F:57])([F:58])[F:56])=[CH:53][CH:52]=[CH:51][C:50]=1[CH2:59][NH:60][C:7]([CH:6]1[CH2:5][N:4]([C:10]2[CH:11]=[N:12][CH:13]=[CH:14][CH:15]=2)[C:3](=[O:16])[N:2]1[CH3:1])=[O:9], predict the reactants needed to synthesize it. The reactants are: [CH3:1][N:2]1[CH:6]([C:7]([OH:9])=O)[CH2:5][N:4]([C:10]2[CH:11]=[N:12][CH:13]=[CH:14][CH:15]=2)[C:3]1=[O:16].O.ON1C2C=CC=CC=2N=N1.Cl.C(N=C=NCCCN(C)C)C.C(N1CCOCC1)C.[Cl:48][C:49]1[C:54]([C:55]([F:58])([F:57])[F:56])=[CH:53][CH:52]=[CH:51][C:50]=1[CH2:59][NH2:60]. (6) Given the product [Cl:14][C:15]1[CH:20]=[C:19]([CH:18]=[CH:17][C:16]=1[Cl:22])[O:1][CH:2]1[CH2:7][CH2:6][NH:5][CH2:4][CH2:3]1, predict the reactants needed to synthesize it. The reactants are: [OH:1][CH:2]1[CH2:7][CH2:6][NH:5][CH2:4][CH2:3]1.CC(C)([O-])C.[K+].[Cl:14][C:15]1[CH:20]=[CH:19][C:18](F)=[CH:17][C:16]=1[Cl:22]. (7) Given the product [CH2:12]([O:19][C:20]1[CH:25]=[CH:24][C:23]([NH:6][C:5]2[CH:7]=[CH:8][C:2]([CH3:1])=[CH:3][C:4]=2[N+:9]([O-:11])=[O:10])=[CH:22][CH:21]=1)[C:13]1[CH:18]=[CH:17][CH:16]=[CH:15][CH:14]=1, predict the reactants needed to synthesize it. The reactants are: [CH3:1][C:2]1[CH:8]=[CH:7][C:5]([NH2:6])=[C:4]([N+:9]([O-:11])=[O:10])[CH:3]=1.[CH2:12]([O:19][C:20]1[CH:25]=[CH:24][C:23](Br)=[CH:22][CH:21]=1)[C:13]1[CH:18]=[CH:17][CH:16]=[CH:15][CH:14]=1.C(=O)([O-])[O-].[K+].[K+]. (8) Given the product [OH:7][CH2:8][CH2:9][O:10][C:11]1[CH:16]=[CH:15][C:14]([S:17]([N:20]2[CH2:25][CH2:24][C:23](=[N:26][O:27][CH2:28][C:29]3[CH:30]=[C:31]([CH:34]=[CH:35][CH:36]=3)[C:32]#[N:33])[CH2:22][CH2:21]2)(=[O:18])=[O:19])=[CH:13][CH:12]=1, predict the reactants needed to synthesize it. The reactants are: O1CCCCC1[O:7][CH2:8][CH2:9][O:10][C:11]1[CH:16]=[CH:15][C:14]([S:17]([N:20]2[CH2:25][CH2:24][C:23](=[N:26][O:27][CH2:28][C:29]3[CH:30]=[C:31]([CH:34]=[CH:35][CH:36]=3)[C:32]#[N:33])[CH2:22][CH2:21]2)(=[O:19])=[O:18])=[CH:13][CH:12]=1.C12(CS(O)(=O)=O)C(C)(C)C(CC1)CC2=O.C([O-])(O)=O.[Na+].